Task: Predict the product of the given reaction.. Dataset: Forward reaction prediction with 1.9M reactions from USPTO patents (1976-2016) (1) Given the reactants C(OC([N:8]=[C:9]([NH:34]C(OC(C)(C)C)=O)[NH:10][CH2:11][CH2:12][O:13][C:14]1[CH:33]=[CH:32][C:17]([CH2:18]/[C:19](=[C:24](\[CH:29]([CH3:31])[CH3:30])/[C:25]([O:27][CH3:28])=[O:26])/[C:20]([O:22][CH3:23])=[O:21])=[CH:16][CH:15]=1)=O)(C)(C)C.[ClH:42], predict the reaction product. The product is: [ClH:42].[CH3:23][O:22][C:20](=[O:21])/[C:19](/[CH2:18][C:17]1[CH:16]=[CH:15][C:14]([O:13][CH2:12][CH2:11][NH:10][C:9]([NH2:34])=[NH:8])=[CH:33][CH:32]=1)=[C:24](/[CH:29]([CH3:30])[CH3:31])\[C:25]([O:27][CH3:28])=[O:26]. (2) Given the reactants [NH2:1][C@@H:2]([CH2:5][CH3:6])[CH2:3][OH:4].[OH-].[Na+].[C:9](O[C:9]([O:11][C:12]([CH3:15])([CH3:14])[CH3:13])=[O:10])([O:11][C:12]([CH3:15])([CH3:14])[CH3:13])=[O:10], predict the reaction product. The product is: [C:12]([O:11][C:9](=[O:10])[NH:1][C@@H:2]([CH2:5][CH3:6])[CH2:3][OH:4])([CH3:15])([CH3:14])[CH3:13]. (3) Given the reactants [F:1][C:2]1[CH:3]=[C:4]([CH:7]=[CH:8][C:9]=1[OH:10])[C:5]#[N:6].C(O)C.[ClH:14].C(=O)([O-])[O-].[NH4+:19].[NH4+], predict the reaction product. The product is: [ClH:14].[F:1][C:2]1[CH:3]=[C:4]([CH:7]=[CH:8][C:9]=1[OH:10])[C:5]([NH2:19])=[NH:6]. (4) Given the reactants [NH2:1][C:2]1[C:3]2[C:10]([C:11]3[CH:16]=[CH:15][C:14]([O:17][C:18]4[CH:23]=[CH:22][CH:21]=[CH:20][CH:19]=4)=[CH:13][CH:12]=3)=[CH:9][N:8]([CH:24]3[CH2:28][CH2:27][N:26](C(OC(C)(C)C)=O)[CH2:25]3)[C:4]=2[N:5]=[CH:6][N:7]=1.FC(F)(F)C(O)=O, predict the reaction product. The product is: [O:17]([C:14]1[CH:13]=[CH:12][C:11]([C:10]2[C:3]3[C:2]([NH2:1])=[N:7][CH:6]=[N:5][C:4]=3[N:8]([CH:24]3[CH2:28][CH2:27][NH:26][CH2:25]3)[CH:9]=2)=[CH:16][CH:15]=1)[C:18]1[CH:23]=[CH:22][CH:21]=[CH:20][CH:19]=1.